Dataset: Peptide-MHC class II binding affinity with 134,281 pairs from IEDB. Task: Regression. Given a peptide amino acid sequence and an MHC pseudo amino acid sequence, predict their binding affinity value. This is MHC class II binding data. (1) The peptide sequence is SMVGLFSNNPHDLPL. The MHC is DRB1_0401 with pseudo-sequence DRB1_0401. The binding affinity (normalized) is 0.345. (2) The peptide sequence is NRIMADGGSIQNTNL. The MHC is DRB1_1302 with pseudo-sequence DRB1_1302. The binding affinity (normalized) is 0.398. (3) The peptide sequence is SEIEEFRDRARVPLT. The MHC is HLA-DQA10301-DQB10302 with pseudo-sequence HLA-DQA10301-DQB10302. The binding affinity (normalized) is 0.198.